Dataset: Reaction yield outcomes from USPTO patents with 853,638 reactions. Task: Predict the reaction yield, written as a fraction of the theoretical maximum amount of product (1.0 means a 100% yield; for example, 0.34 means a 34% yield). (1) The reactants are [H-].[Na+].[Cl:3][C:4]1[C:5]([NH2:10])=[N:6][O:7][C:8]=1[CH3:9].[CH2:11]([C:13]1[S:21][C:16]2=[N:17][CH:18]=[CH:19][CH:20]=[C:15]2[C:14]=1[S:22](Cl)(=[O:24])=[O:23])[CH3:12]. The catalyst is C1COCC1. The product is [Cl:3][C:4]1[C:5]([NH:10][S:22]([C:14]2[C:15]3[C:16](=[N:17][CH:18]=[CH:19][CH:20]=3)[S:21][C:13]=2[CH2:11][CH3:12])(=[O:24])=[O:23])=[N:6][O:7][C:8]=1[CH3:9]. The yield is 0.350. (2) The reactants are C[O:2][C:3]([C:5]1[S:6][CH:7]=[CH:8][C:9]=1[NH:10][S:11]([C:14]1[CH:19]=[CH:18][CH:17]=[CH:16][CH:15]=1)(=[O:13])=[O:12])=[O:4].[OH-].[Na+]. The catalyst is C(#N)C. The product is [C:14]1([S:11]([NH:10][C:9]2[CH:8]=[CH:7][S:6][C:5]=2[C:3]([OH:4])=[O:2])(=[O:13])=[O:12])[CH:15]=[CH:16][CH:17]=[CH:18][CH:19]=1. The yield is 0.950. (3) The reactants are [CH3:1][N:2]1[CH:6]=[CH:5][C:4]([NH2:7])=[N:3]1.C(=O)([O-])[O-].[Cs+].[Cs+].Br[C:15]1[N:20]=[C:19]2[N:21]([CH2:33][CH3:34])[C:22]([C:24]([N:26]([CH:30]3[CH2:32][CH2:31]3)[CH:27]3[CH2:29][CH2:28]3)=[O:25])=[CH:23][C:18]2=[C:17]2[N:35]([CH3:38])[CH:36]=[N:37][C:16]=12. The catalyst is COCCOC.C1C=CC(/C=C/C(/C=C/C2C=CC=CC=2)=O)=CC=1.C1C=CC(/C=C/C(/C=C/C2C=CC=CC=2)=O)=CC=1.C1C=CC(/C=C/C(/C=C/C2C=CC=CC=2)=O)=CC=1.[Pd].[Pd]. The product is [CH:30]1([N:26]([CH:27]2[CH2:28][CH2:29]2)[C:24]([C:22]2[N:21]([CH2:33][CH3:34])[C:19]3=[N:20][C:15]([NH:7][C:4]4[CH:5]=[CH:6][N:2]([CH3:1])[N:3]=4)=[C:16]4[N:37]=[CH:36][N:35]([CH3:38])[C:17]4=[C:18]3[CH:23]=2)=[O:25])[CH2:32][CH2:31]1. The yield is 0.295.